Predict the product of the given reaction. From a dataset of Forward reaction prediction with 1.9M reactions from USPTO patents (1976-2016). (1) Given the reactants C([O:3][C:4](=[O:32])[CH2:5][S:6][C:7]1[S:11][C:10]([NH:12][C:13]([N:15]([C:22]2[CH:27]=[CH:26][C:25]([O:28][CH3:29])=[C:24]([F:30])[C:23]=2[F:31])[CH2:16][CH:17]2[CH2:21][CH2:20][CH2:19][CH2:18]2)=[O:14])=[N:9][CH:8]=1)C.C1(CN(C2C=CC(S(C)(=O)=O)=CC=2)C(=O)NC2SC=C(CC(O)=O)N=2)CCCC1.C1(CNC2C=CC(OC)=C(F)C=2F)CCCC1.C(OC(=O)CSC1SC(N)=NC=1)C, predict the reaction product. The product is: [CH:17]1([CH2:16][N:15]([C:22]2[CH:27]=[CH:26][C:25]([O:28][CH3:29])=[C:24]([F:30])[C:23]=2[F:31])[C:13](=[O:14])[NH:12][C:10]2[S:11][C:7]([S:6][CH2:5][C:4]([OH:32])=[O:3])=[CH:8][N:9]=2)[CH2:21][CH2:20][CH2:19][CH2:18]1. (2) Given the reactants [CH:1]1([NH:7][C:8]2[N:16]=[C:15]([NH:17][C:18]3[CH:23]=[CH:22][C:21]([C:24]4[CH2:25][CH2:26][NH:27][CH2:28][CH:29]=4)=[CH:20][C:19]=3[O:30][CH3:31])[N:14]=[C:13]3[C:9]=2[N:10]=[CH:11][NH:12]3)[CH2:6][CH2:5][CH2:4][CH2:3][CH2:2]1.[CH3:32][C:33]1([C:36](O)=[O:37])[CH2:35][CH2:34]1.CCN=C=NCCCN(C)C.C1C=CC2N(O)N=NC=2C=1.CN1CCOCC1, predict the reaction product. The product is: [CH:1]1([NH:7][C:8]2[N:16]=[C:15]([NH:17][C:18]3[CH:23]=[CH:22][C:21]([C:24]4[CH2:25][CH2:26][N:27]([C:36]([C:33]5([CH3:32])[CH2:35][CH2:34]5)=[O:37])[CH2:28][CH:29]=4)=[CH:20][C:19]=3[O:30][CH3:31])[N:14]=[C:13]3[C:9]=2[N:10]=[CH:11][NH:12]3)[CH2:2][CH2:3][CH2:4][CH2:5][CH2:6]1. (3) The product is: [O:6]1[C:11]2[CH:12]=[CH:13][C:14]([C:16]3[C:21]([CH3:22])([CH3:23])[CH2:20][CH2:19][CH2:18][C:17]=3[CH:24]([O:29][C:10]([CH3:15])([CH3:11])[CH3:9])[C:25]([O:27][CH3:28])=[O:26])=[CH:15][C:10]=2[CH:9]=[CH:8][CH2:7]1. Given the reactants Cl(O)(=O)(=O)=O.[O:6]1[C:11]2[CH:12]=[CH:13][C:14]([C:16]3[C:21]([CH3:23])([CH3:22])[CH2:20][CH2:19][CH2:18][C:17]=3[CH:24]([OH:29])[C:25]([O:27][CH3:28])=[O:26])=[CH:15][C:10]=2[CH:9]=[CH:8][CH2:7]1, predict the reaction product. (4) Given the reactants O1[C:5]2([CH2:10][CH2:9][N:8]([C:11]3[CH:12]=[CH:13][C:14]([CH3:32])=[C:15]([CH:31]=3)[C:16]([NH:18][C:19]3[C:20]([CH3:30])=[C:21]([CH:26]=[CH:27][C:28]=3[CH3:29])[C:22]([O:24][CH3:25])=[O:23])=[O:17])[CH2:7][CH2:6]2)[O:4]CC1.Cl, predict the reaction product. The product is: [CH3:30][C:20]1[C:19]([NH:18][C:16](=[O:17])[C:15]2[CH:31]=[C:11]([N:8]3[CH2:7][CH2:6][C:5](=[O:4])[CH2:10][CH2:9]3)[CH:12]=[CH:13][C:14]=2[CH3:32])=[C:28]([CH3:29])[CH:27]=[CH:26][C:21]=1[C:22]([O:24][CH3:25])=[O:23].